Dataset: Full USPTO retrosynthesis dataset with 1.9M reactions from patents (1976-2016). Task: Predict the reactants needed to synthesize the given product. (1) Given the product [C:1]([O:5][C:6]([N:8]1[CH2:13][CH2:12][N:11]([C:14]2[CH:19]=[CH:18][C:17]([NH:20][C:42]([C:41]3[CH:45]=[CH:46][C:38]([CH:32]4[CH2:33][CH2:34][CH2:35][CH2:36][CH2:37]4)=[CH:39][CH:40]=3)=[O:43])=[CH:16][C:15]=2[O:21][CH3:22])[CH2:10][CH2:9]1)=[O:7])([CH3:4])([CH3:3])[CH3:2], predict the reactants needed to synthesize it. The reactants are: [C:1]([O:5][C:6]([N:8]1[CH2:13][CH2:12][N:11]([C:14]2[CH:19]=[CH:18][C:17]([NH2:20])=[CH:16][C:15]=2[O:21][CH3:22])[CH2:10][CH2:9]1)=[O:7])([CH3:4])([CH3:3])[CH3:2].CCN(C(C)C)C(C)C.[CH:32]1([C:38]2[CH:46]=[CH:45][C:41]([C:42](Cl)=[O:43])=[CH:40][CH:39]=2)[CH2:37][CH2:36][CH2:35][CH2:34][CH2:33]1. (2) Given the product [C:33]([C:29]1[CH:28]=[C:27]([O:26][C:25]2[CH:36]=[CH:37][C:22]([NH:21][C:7]([C:1]3([C:4]([OH:6])=[O:5])[CH2:2][CH2:3]3)=[O:9])=[C:23]([F:38])[CH:24]=2)[CH:32]=[CH:31][N:30]=1)(=[O:34])[NH2:35], predict the reactants needed to synthesize it. The reactants are: [C:1]1([C:7]([OH:9])=O)([C:4]([OH:6])=[O:5])[CH2:3][CH2:2]1.C(N(CC)CC)C.S(Cl)(Cl)=O.[NH2:21][C:22]1[CH:37]=[CH:36][C:25]([O:26][C:27]2[CH:32]=[CH:31][N:30]=[C:29]([C:33]([NH2:35])=[O:34])[CH:28]=2)=[CH:24][C:23]=1[F:38]. (3) Given the product [Cl:35][C:34]1[C:22]([CH2:21][C:6]2[CH:5]=[N:4][C:3]([CH:17]3[CH2:18][CH2:19]3)=[C:2]([Cl:1])[CH:7]=2)=[CH:23][C:24]([F:36])=[C:25]([CH:33]=1)[C:26]([NH:28][S:29]([CH3:32])(=[O:31])=[O:30])=[O:27], predict the reactants needed to synthesize it. The reactants are: [Cl:1][C:2]1[C:3]([CH:17]2[CH2:19][CH2:18]2)=[N:4][CH:5]=[C:6](B2OC(C)(C)C(C)(C)O2)[CH:7]=1.Br[CH2:21][C:22]1[C:34]([Cl:35])=[CH:33][C:25]([C:26]([NH:28][S:29]([CH3:32])(=[O:31])=[O:30])=[O:27])=[C:24]([F:36])[CH:23]=1.C(=O)([O-])[O-].[K+].[K+].N#N. (4) Given the product [ClH:39].[CH3:8][O:9][C:10]1[CH:15]=[CH:14][C:13]([C:16]2[N:17]=[CH:18][N:19]([C:21]([N:23]([CH3:24])[CH:25]3[CH2:30][CH2:29][NH:28][CH2:27][CH2:26]3)=[O:22])[CH:20]=2)=[CH:12][C:11]=1[CH3:38], predict the reactants needed to synthesize it. The reactants are: C(O)(C(F)(F)F)=O.[CH3:8][O:9][C:10]1[CH:15]=[CH:14][C:13]([C:16]2[N:17]=[CH:18][N:19]([C:21]([N:23]([CH:25]3[CH2:30][CH2:29][N:28](C(OC(C)(C)C)=O)[CH2:27][CH2:26]3)[CH3:24])=[O:22])[CH:20]=2)=[CH:12][C:11]=1[CH3:38].[ClH:39].